This data is from NCI-60 drug combinations with 297,098 pairs across 59 cell lines. The task is: Regression. Given two drug SMILES strings and cell line genomic features, predict the synergy score measuring deviation from expected non-interaction effect. (1) Drug 1: C1=C(C(=O)NC(=O)N1)F. Drug 2: CCCCCOC(=O)NC1=NC(=O)N(C=C1F)C2C(C(C(O2)C)O)O. Cell line: HS 578T. Synergy scores: CSS=33.8, Synergy_ZIP=-2.88, Synergy_Bliss=-1.31, Synergy_Loewe=-13.1, Synergy_HSA=-1.58. (2) Drug 1: CC(C1=C(C=CC(=C1Cl)F)Cl)OC2=C(N=CC(=C2)C3=CN(N=C3)C4CCNCC4)N. Drug 2: C1=C(C(=O)NC(=O)N1)F. Cell line: MCF7. Synergy scores: CSS=30.6, Synergy_ZIP=2.33, Synergy_Bliss=3.20, Synergy_Loewe=4.78, Synergy_HSA=5.59. (3) Drug 1: C1=CN(C(=O)N=C1N)C2C(C(C(O2)CO)O)O.Cl. Drug 2: C(CCl)NC(=O)N(CCCl)N=O. Cell line: EKVX. Synergy scores: CSS=2.69, Synergy_ZIP=-1.75, Synergy_Bliss=-1.21, Synergy_Loewe=-1.71, Synergy_HSA=-0.829.